This data is from Full USPTO retrosynthesis dataset with 1.9M reactions from patents (1976-2016). The task is: Predict the reactants needed to synthesize the given product. (1) Given the product [C:1]([O:5][C:6](=[O:23])[N:7]([CH2:8][CH:9]([OH:20])[CH2:10][C:11]1[CH:12]=[CH:13][C:14]([NH2:17])=[CH:15][CH:16]=1)[CH2:21][CH3:22])([CH3:2])([CH3:3])[CH3:4], predict the reactants needed to synthesize it. The reactants are: [C:1]([O:5][C:6](=[O:23])[N:7]([CH2:21][CH3:22])[CH2:8][CH:9]([OH:20])[CH2:10][C:11]1[CH:16]=[CH:15][C:14]([N+:17]([O-])=O)=[CH:13][CH:12]=1)([CH3:4])([CH3:3])[CH3:2]. (2) Given the product [Br:3][C:4]1[CH:9]=[CH:8][C:7]([S:10]([CH3:13])(=[N:12][C:19]([O:18][C:14]([CH3:17])([CH3:16])[CH3:15])=[O:20])=[O:11])=[CH:6][CH:5]=1, predict the reactants needed to synthesize it. The reactants are: [H-].[Na+].[Br:3][C:4]1[CH:9]=[CH:8][C:7]([S:10]([CH3:13])(=[NH:12])=[O:11])=[CH:6][CH:5]=1.[C:14]([O:18][C:19](O[C:19]([O:18][C:14]([CH3:17])([CH3:16])[CH3:15])=[O:20])=[O:20])([CH3:17])([CH3:16])[CH3:15]. (3) Given the product [Cl:21][C:20]1[CH:19]=[CH:18][C:17]([NH:22][C:23](=[O:32])[C:24]2[CH:29]=[CH:28][C:27]([C:30]#[N:31])=[CH:26][CH:25]=2)=[CH:16][C:15]=1[NH:14][C:11]([C:7]1[CH:6]=[C:5]2[C:10](=[CH:9][CH:8]=1)[N:1]=[CH:2][CH:3]=[CH:4]2)=[O:13], predict the reactants needed to synthesize it. The reactants are: [N:1]1[C:10]2[C:5](=[CH:6][C:7]([C:11]([OH:13])=O)=[CH:8][CH:9]=2)[CH:4]=[CH:3][CH:2]=1.[NH2:14][C:15]1[CH:16]=[C:17]([NH:22][C:23](=[O:32])[C:24]2[CH:29]=[CH:28][C:27]([C:30]#[N:31])=[CH:26][CH:25]=2)[CH:18]=[CH:19][C:20]=1[Cl:21]. (4) Given the product [Cl:1][C:2]1[C:3]([N:8]2[CH2:9][CH:10]3[NH:15][CH:13]([CH2:12][CH2:11]3)[CH2:14]2)=[N:4][CH:5]=[CH:6][CH:7]=1, predict the reactants needed to synthesize it. The reactants are: [Cl:1][C:2]1[C:3]([N:8]2[CH2:14][CH:13]3[N:15](C(OC(C)(C)C)=O)[CH:10]([CH2:11][CH2:12]3)[CH2:9]2)=[N:4][CH:5]=[CH:6][CH:7]=1.FC(F)(F)C(O)=O. (5) Given the product [CH2:11]([O:13][C:14]([CH:16]1[CH2:20][CH:19]([OH:21])[CH2:18][N:17]1[C:2]1[CH:7]=[CH:6][C:5]([N+:8]([O-:10])=[O:9])=[CH:4][CH:3]=1)=[O:15])[CH3:12], predict the reactants needed to synthesize it. The reactants are: F[C:2]1[CH:7]=[CH:6][C:5]([N+:8]([O-:10])=[O:9])=[CH:4][CH:3]=1.[CH2:11]([O:13][C:14]([CH:16]1[CH2:20][CH:19]([OH:21])[CH2:18][NH:17]1)=[O:15])[CH3:12].C(=O)(O)[O-].[Na+].O. (6) Given the product [CH3:1][O:2][C:3]1[CH:4]=[CH:5][C:6]([N:9]2[CH2:14][CH2:13][N:12]([CH2:15][C:16]([CH3:19])([N+:20]([O-:22])=[O:21])[CH3:17])[CH2:11][CH2:10]2)=[CH:7][CH:8]=1, predict the reactants needed to synthesize it. The reactants are: [CH3:1][O:2][C:3]1[CH:8]=[CH:7][C:6]([N:9]2[CH2:14][CH2:13][NH:12][CH2:11][CH2:10]2)=[CH:5][CH:4]=1.[CH3:15][C:16]([N+:20]([O-:22])=[O:21])([CH3:19])[CH2:17]O.C(=O)([O-])[O-].[Na+].[Na+].